Dataset: Reaction yield outcomes from USPTO patents with 853,638 reactions. Task: Predict the reaction yield, written as a fraction of the theoretical maximum amount of product (1.0 means a 100% yield; for example, 0.34 means a 34% yield). (1) The reactants are [H-].[Na+].[CH2:3]([O:17][CH2:18][C@H:19]([O:22][CH2:23][CH2:24][CH2:25][CH2:26][CH2:27][CH2:28][CH2:29][CH2:30][CH2:31][CH2:32][CH2:33][CH2:34][CH2:35][CH3:36])[CH2:20][OH:21])[CH2:4][CH2:5][CH2:6][CH2:7][CH2:8][CH2:9][CH2:10][CH2:11][CH2:12][CH2:13][CH2:14][CH2:15][CH3:16].Br[CH2:38][CH2:39][O:40][CH:41]1[CH2:46][CH2:45][CH2:44][CH2:43][O:42]1. The catalyst is O1CCCC1. The product is [CH2:23]([O:22][CH:19]([CH2:18][O:17][CH2:3][CH2:4][CH2:5][CH2:6][CH2:7][CH2:8][CH2:9][CH2:10][CH2:11][CH2:12][CH2:13][CH2:14][CH2:15][CH3:16])[CH2:20][O:21][CH2:38][CH2:39][O:40][CH:41]1[CH2:46][CH2:45][CH2:44][CH2:43][O:42]1)[CH2:24][CH2:25][CH2:26][CH2:27][CH2:28][CH2:29][CH2:30][CH2:31][CH2:32][CH2:33][CH2:34][CH2:35][CH3:36]. The yield is 0.660. (2) The reactants are Br[C:2]1[CH:3]=[C:4]([NH2:10])[C:5]([CH3:9])=[N:6][C:7]=1[Cl:8].[C:11]([C:13]1[CH:18]=[CH:17][C:16](B(O)O)=[CH:15][CH:14]=1)#[N:12].C([O-])([O-])=O.[Na+].[Na+]. The catalyst is O1CCOCC1.O.C1C=CC(P(C2C=CC=CC=2)[C-]2C=CC=C2)=CC=1.C1C=CC(P(C2C=CC=CC=2)[C-]2C=CC=C2)=CC=1.Cl[Pd]Cl.[Fe+2]. The product is [NH2:10][C:4]1[CH:3]=[C:2]([C:16]2[CH:17]=[CH:18][C:13]([C:11]#[N:12])=[CH:14][CH:15]=2)[C:7]([Cl:8])=[N:6][C:5]=1[CH3:9]. The yield is 0.790.